The task is: Predict the product of the given reaction.. This data is from Forward reaction prediction with 1.9M reactions from USPTO patents (1976-2016). (1) Given the reactants [Br:1][C:2]1[CH:11]=[CH:10][CH:9]=[C:8]2[C:3]=1[C:4]([OH:17])=[CH:5][C:6]([C:12]([O:14][CH2:15][CH3:16])=[O:13])=[CH:7]2.C([O-])([O-])=O.[K+].[K+].[CH2:24](Br)[C:25]1[CH:30]=[CH:29][CH:28]=[CH:27][CH:26]=1.O, predict the reaction product. The product is: [CH2:24]([O:17][C:4]1[C:3]2[C:8](=[CH:9][CH:10]=[CH:11][C:2]=2[Br:1])[CH:7]=[C:6]([C:12]([O:14][CH2:15][CH3:16])=[O:13])[CH:5]=1)[C:25]1[CH:30]=[CH:29][CH:28]=[CH:27][CH:26]=1. (2) The product is: [NH2:42][C:43]1[S:44][CH2:45][CH2:46][C@:47]2([N:64]=1)[C:48]1[CH:49]=[C:50]([NH:63][C:9]([C:6]3[CH:5]=[N:4][C:3]([O:2][CH3:1])=[CH:8][N:7]=3)=[O:11])[CH:51]=[CH:52][C:53]=1[O:54][C:55]1[C:60]2=[CH:59][C:58]([C:15]2[CH2:14][CH2:13][O:25][CH2:17][CH:16]=2)=[CH:57][C:56]=1[F:62]. Given the reactants [CH3:1][O:2][C:3]1[N:4]=[CH:5][C:6]([C:9]([OH:11])=O)=[N:7][CH:8]=1.N1[CH:17]=[CH:16][CH:15]=[CH:14][CH:13]=1.CN(C([O:25]N1N=NC2C=CC=NC1=2)=[N+](C)C)C.F[P-](F)(F)(F)(F)F.[NH2:42][C:43]1[S:44][CH2:45][CH2:46][C@@:47]2([N:64]=1)[C:60]1[CH:59]=[C:58](O)[CH:57]=[C:56]([F:62])[C:55]=1[O:54][C:53]1[C:48]2=[CH:49][C:50]([NH2:63])=[CH:51][CH:52]=1, predict the reaction product. (3) Given the reactants [F:1][C:2]([F:26])([F:25])[C:3]1[CH:8]=[CH:7][C:6]([S:9]([N:12]2[CH2:17][CH2:16][N:15](C(OC(C)(C)C)=O)[CH2:14][CH2:13]2)(=[O:11])=[O:10])=[CH:5][CH:4]=1.Cl, predict the reaction product. The product is: [F:26][C:2]([F:1])([F:25])[C:3]1[CH:4]=[CH:5][C:6]([S:9]([N:12]2[CH2:17][CH2:16][NH:15][CH2:14][CH2:13]2)(=[O:10])=[O:11])=[CH:7][CH:8]=1. (4) Given the reactants [CH2:1]([C:3]1[O:4][C:5]([C:19]2[CH:24]=[CH:23][C:22]([C:25]([F:28])([F:27])[F:26])=[CH:21][CH:20]=2)=[CH:6][C:7]=1[CH2:8][O:9][C:10]1[CH:18]=[CH:17][C:13]([C:14](O)=[O:15])=[CH:12][CH:11]=1)[CH3:2].[CH3:29][NH:30][CH2:31][CH2:32][C:33]([O:35]CC)=[O:34], predict the reaction product. The product is: [CH2:1]([C:3]1[O:4][C:5]([C:19]2[CH:20]=[CH:21][C:22]([C:25]([F:28])([F:26])[F:27])=[CH:23][CH:24]=2)=[CH:6][C:7]=1[CH2:8][O:9][C:10]1[CH:11]=[CH:12][C:13]([C:14]([N:30]([CH3:29])[CH2:31][CH2:32][C:33]([OH:35])=[O:34])=[O:15])=[CH:17][CH:18]=1)[CH3:2]. (5) Given the reactants [CH2:1]([O:3][C:4](=[O:28])[CH2:5][C:6]1[CH:7]=[C:8]([C:14]2[CH:19]=[CH:18][C:17]([C:20]([F:23])([F:22])[F:21])=[CH:16][C:15]=2[CH2:24][NH:25][CH2:26][CH3:27])[C:9]([O:12][CH3:13])=[CH:10][CH:11]=1)[CH3:2].[C:29](Cl)(=[O:36])[C:30]1[CH:35]=[CH:34][CH:33]=[CH:32][CH:31]=1, predict the reaction product. The product is: [CH2:1]([O:3][C:4](=[O:28])[CH2:5][C:6]1[CH:7]=[C:8]([C:14]2[CH:19]=[CH:18][C:17]([C:20]([F:23])([F:21])[F:22])=[CH:16][C:15]=2[CH2:24][N:25]([C:29](=[O:36])[C:30]2[CH:35]=[CH:34][CH:33]=[CH:32][CH:31]=2)[CH2:26][CH3:27])[C:9]([O:12][CH3:13])=[CH:10][CH:11]=1)[CH3:2].